Task: Predict the reactants needed to synthesize the given product.. Dataset: Full USPTO retrosynthesis dataset with 1.9M reactions from patents (1976-2016) (1) Given the product [CH3:16][O:15][CH:14]([O:17][CH3:18])[CH2:13][N:12]1[C:3]2[C:4]([C:5]([O:7][CH3:8])=[O:6])=[CH:9][CH:10]=[CH:11][C:2]=2[NH:1][S:19]1(=[O:23])=[O:22], predict the reactants needed to synthesize it. The reactants are: [NH2:1][C:2]1[C:3]([NH:12][CH2:13][CH:14]([O:17][CH3:18])[O:15][CH3:16])=[C:4]([CH:9]=[CH:10][CH:11]=1)[C:5]([O:7][CH3:8])=[O:6].[S:19](=[O:23])(=[O:22])(N)N. (2) Given the product [C:7]([O:5][C:4](=[O:6])[CH2:3][CH2:2][Br:1])([CH3:10])([CH3:9])[CH3:8], predict the reactants needed to synthesize it. The reactants are: [Br:1][CH2:2][CH2:3][C:4]([OH:6])=[O:5].[C:7](O)([CH3:10])([CH3:9])[CH3:8].S(=O)(=O)(O)O.C(=O)(O)[O-].[Na+]. (3) Given the product [NH2:4][C:3]1[S:25][C:24]([NH2:26])=[C:23]([C:21]#[N:22])[CH:11]([C:10]2[CH:13]=[CH:14][C:7]([Cl:6])=[CH:8][CH:9]=2)[C:2]=1[C:1]#[N:5], predict the reactants needed to synthesize it. The reactants are: [C:1](#[N:5])[CH2:2][C:3]#[N:4].[Cl:6][C:7]1[CH:14]=[CH:13][C:10]([CH:11]=O)=[CH:9][CH:8]=1.N1CCCCC1.[C:21]([CH2:23][C:24]([NH2:26])=[S:25])#[N:22]. (4) Given the product [Cl:17][C:18]1[CH:23]=[CH:22][C:21]([S:24]([N:3]2[C@H:4]([CH3:9])[CH2:5][C:6](=[O:8])[CH2:7][C@@H:2]2[CH3:1])(=[O:26])=[O:25])=[CH:20][CH:19]=1, predict the reactants needed to synthesize it. The reactants are: [CH3:1][C@H:2]1[CH2:7][C:6](=[O:8])[CH2:5][C@@H:4]([CH3:9])[NH:3]1.C(N(CC)CC)C.[Cl:17][C:18]1[CH:23]=[CH:22][C:21]([S:24](Cl)(=[O:26])=[O:25])=[CH:20][CH:19]=1.O. (5) Given the product [N:1]1([C:6]2[CH:7]=[CH:8][CH:9]=[C:10]3[C:15]=2[N:14]=[C:13]([C:16]2[N:20]4[CH:21]=[CH:22][C:23]([O:25][CH2:26][CH2:27][NH2:28])=[CH:24][C:19]4=[N:18][CH:17]=2)[CH:12]=[CH:11]3)[CH2:5][CH2:4][CH2:3][CH2:2]1, predict the reactants needed to synthesize it. The reactants are: [N:1]1([C:6]2[CH:7]=[CH:8][CH:9]=[C:10]3[C:15]=2[N:14]=[C:13]([C:16]2[N:20]4[CH:21]=[CH:22][C:23]([O:25][CH2:26][CH2:27][N:28]5C(=O)C6C(=CC=CC=6)C5=O)=[CH:24][C:19]4=[N:18][CH:17]=2)[CH:12]=[CH:11]3)[CH2:5][CH2:4][CH2:3][CH2:2]1.CNN. (6) Given the product [OH:6][C@@H:7]1[CH2:12][CH2:11][C@H:10]([N:13]2[CH2:14][CH2:15][C:16]3([CH2:21][CH2:20][CH2:19][N:18]([C:22]([O:24][C:25]([CH3:27])([CH3:26])[CH3:28])=[O:23])[CH2:17]3)[C:29]2=[O:30])[CH2:9][CH2:8]1, predict the reactants needed to synthesize it. The reactants are: C([Mg]Br)(C)C.[OH:6][C@@H:7]1[CH2:12][CH2:11][C@H:10]([NH:13][CH2:14][CH2:15][C:16]2([C:29](OCC)=[O:30])[CH2:21][CH2:20][CH2:19][N:18]([C:22]([O:24][C:25]([CH3:28])([CH3:27])[CH3:26])=[O:23])[CH2:17]2)[CH2:9][CH2:8]1. (7) Given the product [Cl:41][C:37]1[S:36][C:35]([S:32](=[O:34])(=[O:33])[NH:31][CH:28]([CH2:27][OH:26])[CH2:29][OH:30])=[CH:39][C:38]=1[NH:40][C:12]([C:11]1[CH:10]=[N:9][N:8]2[C:3]([CH:2]([F:25])[F:1])=[CH:4][C:5]([C:15]3[CH:20]=[CH:19][C:18]([C:21]([F:24])([F:23])[F:22])=[CH:17][CH:16]=3)=[N:6][C:7]=12)=[O:14], predict the reactants needed to synthesize it. The reactants are: [F:1][CH:2]([F:25])[C:3]1[N:8]2[N:9]=[CH:10][C:11]([C:12]([OH:14])=O)=[C:7]2[N:6]=[C:5]([C:15]2[CH:20]=[CH:19][C:18]([C:21]([F:24])([F:23])[F:22])=[CH:17][CH:16]=2)[CH:4]=1.[OH:26][CH2:27][CH:28]([NH:31][S:32]([C:35]1[S:36][C:37]([Cl:41])=[C:38]([NH2:40])[CH:39]=1)(=[O:34])=[O:33])[CH2:29][OH:30].